From a dataset of NCI-60 drug combinations with 297,098 pairs across 59 cell lines. Regression. Given two drug SMILES strings and cell line genomic features, predict the synergy score measuring deviation from expected non-interaction effect. (1) Drug 1: CC1C(C(=O)NC(C(=O)N2CCCC2C(=O)N(CC(=O)N(C(C(=O)O1)C(C)C)C)C)C(C)C)NC(=O)C3=C4C(=C(C=C3)C)OC5=C(C(=O)C(=C(C5=N4)C(=O)NC6C(OC(=O)C(N(C(=O)CN(C(=O)C7CCCN7C(=O)C(NC6=O)C(C)C)C)C)C(C)C)C)N)C. Drug 2: CCC1=C2CN3C(=CC4=C(C3=O)COC(=O)C4(CC)O)C2=NC5=C1C=C(C=C5)O. Cell line: TK-10. Synergy scores: CSS=10.1, Synergy_ZIP=0.00626, Synergy_Bliss=2.37, Synergy_Loewe=-11.6, Synergy_HSA=-2.75. (2) Drug 1: CN(C)N=NC1=C(NC=N1)C(=O)N. Drug 2: CC1C(C(=O)NC(C(=O)N2CCCC2C(=O)N(CC(=O)N(C(C(=O)O1)C(C)C)C)C)C(C)C)NC(=O)C3=C4C(=C(C=C3)C)OC5=C(C(=O)C(=C(C5=N4)C(=O)NC6C(OC(=O)C(N(C(=O)CN(C(=O)C7CCCN7C(=O)C(NC6=O)C(C)C)C)C)C(C)C)C)N)C. Cell line: NCIH23. Synergy scores: CSS=2.14, Synergy_ZIP=-0.412, Synergy_Bliss=2.06, Synergy_Loewe=1.29, Synergy_HSA=1.47. (3) Drug 1: C1=CC(=CC=C1C#N)C(C2=CC=C(C=C2)C#N)N3C=NC=N3. Drug 2: CC=C1C(=O)NC(C(=O)OC2CC(=O)NC(C(=O)NC(CSSCCC=C2)C(=O)N1)C(C)C)C(C)C. Cell line: MALME-3M. Synergy scores: CSS=42.9, Synergy_ZIP=3.69, Synergy_Bliss=3.73, Synergy_Loewe=-56.8, Synergy_HSA=-0.996. (4) Drug 1: C1=CN(C(=O)N=C1N)C2C(C(C(O2)CO)O)O.Cl. Drug 2: CS(=O)(=O)OCCCCOS(=O)(=O)C. Cell line: DU-145. Synergy scores: CSS=24.0, Synergy_ZIP=2.73, Synergy_Bliss=6.05, Synergy_Loewe=-10.8, Synergy_HSA=3.32. (5) Drug 1: C1CCC(CC1)NC(=O)N(CCCl)N=O. Drug 2: CC1=C(C=C(C=C1)C(=O)NC2=CC(=CC(=C2)C(F)(F)F)N3C=C(N=C3)C)NC4=NC=CC(=N4)C5=CN=CC=C5. Cell line: EKVX. Synergy scores: CSS=1.40, Synergy_ZIP=-1.69, Synergy_Bliss=1.18, Synergy_Loewe=-1.45, Synergy_HSA=-1.36. (6) Drug 1: CN1CCC(CC1)COC2=C(C=C3C(=C2)N=CN=C3NC4=C(C=C(C=C4)Br)F)OC. Drug 2: C1=C(C(=O)NC(=O)N1)F. Cell line: CAKI-1. Synergy scores: CSS=49.2, Synergy_ZIP=5.99, Synergy_Bliss=7.39, Synergy_Loewe=0.928, Synergy_HSA=15.2. (7) Drug 1: CN(CC1=CN=C2C(=N1)C(=NC(=N2)N)N)C3=CC=C(C=C3)C(=O)NC(CCC(=O)O)C(=O)O. Drug 2: CC1=C(C=C(C=C1)NC(=O)C2=CC=C(C=C2)CN3CCN(CC3)C)NC4=NC=CC(=N4)C5=CN=CC=C5. Cell line: BT-549. Synergy scores: CSS=10.9, Synergy_ZIP=-4.99, Synergy_Bliss=-6.34, Synergy_Loewe=-56.6, Synergy_HSA=-7.31. (8) Drug 1: C1CN(CCN1C(=O)CCBr)C(=O)CCBr. Drug 2: CC(C)NC(=O)C1=CC=C(C=C1)CNNC.Cl. Cell line: ACHN. Synergy scores: CSS=42.4, Synergy_ZIP=3.39, Synergy_Bliss=5.92, Synergy_Loewe=-9.17, Synergy_HSA=3.04. (9) Drug 1: C(CC(=O)O)C(=O)CN.Cl. Drug 2: C1=NNC2=C1C(=O)NC=N2. Cell line: HT29. Synergy scores: CSS=2.61, Synergy_ZIP=-1.31, Synergy_Bliss=-0.799, Synergy_Loewe=-2.31, Synergy_HSA=-2.05.